From a dataset of Full USPTO retrosynthesis dataset with 1.9M reactions from patents (1976-2016). Predict the reactants needed to synthesize the given product. (1) Given the product [C:42]([C:2]1[C:23]([S:24]([NH:27][C:28]2[S:29][CH:30]=[CH:31][N:32]=2)(=[O:26])=[O:25])=[CH:22][C:5]2[O:6][CH2:7][CH2:8][N:9]([C:10]3[CH:15]=[CH:14][C:13]([C:16]([F:18])([F:17])[F:19])=[CH:12][C:11]=3[O:20][CH3:21])[C:4]=2[CH:3]=1)#[N:43], predict the reactants needed to synthesize it. The reactants are: Br[C:2]1[C:23]([S:24]([N:27](CC2C=CC(OC)=CC=2)[C:28]2[S:29][CH:30]=[CH:31][N:32]=2)(=[O:26])=[O:25])=[CH:22][C:5]2[O:6][CH2:7][CH2:8][N:9]([C:10]3[CH:15]=[CH:14][C:13]([C:16]([F:19])([F:18])[F:17])=[CH:12][C:11]=3[O:20][CH3:21])[C:4]=2[CH:3]=1.[C:42]([Zn]C#N)#[N:43]. (2) Given the product [CH3:1][C:2]1[CH:3]=[C:4]([CH:8]=[CH:9][C:10]=1[N:11]1[CH2:17][CH2:16][CH2:15][N:14]([CH3:18])[CH2:13][CH2:12]1)[C:5]([Cl:21])=[O:6], predict the reactants needed to synthesize it. The reactants are: [CH3:1][C:2]1[CH:3]=[C:4]([CH:8]=[CH:9][C:10]=1[N:11]1[CH2:17][CH2:16][CH2:15][N:14]([CH3:18])[CH2:13][CH2:12]1)[C:5](O)=[O:6].S(Cl)([Cl:21])=O.